Dataset: Forward reaction prediction with 1.9M reactions from USPTO patents (1976-2016). Task: Predict the product of the given reaction. (1) Given the reactants O.Cl.[N+:3]([O-:6])([O-])=[O:4].[Na+].[OH:8][C:9]1[CH:14]=[CH:13][C:12]([CH2:15][CH:16]([O:22][C:23]2[CH:28]=[CH:27][CH:26]=[CH:25][CH:24]=2)[C:17]([O:19][CH2:20][CH3:21])=[O:18])=[CH:11][CH:10]=1, predict the reaction product. The product is: [OH:8][C:9]1[CH:10]=[CH:11][C:12]([CH2:15][CH:16]([O:22][C:23]2[CH:24]=[CH:25][CH:26]=[CH:27][CH:28]=2)[C:17]([O:19][CH2:20][CH3:21])=[O:18])=[CH:13][C:14]=1[N+:3]([O-:6])=[O:4]. (2) Given the reactants Cl[C:2]1[C:7]([C:8]([NH:10][CH3:11])=[O:9])=[CH:6][N:5]=[C:4]([Cl:12])[CH:3]=1.[CH:13]1([NH2:18])[CH2:17][CH2:16][CH2:15][CH2:14]1.C(N(CC)C(C)C)(C)C, predict the reaction product. The product is: [Cl:12][C:4]1[CH:3]=[C:2]([NH:18][CH:13]2[CH2:17][CH2:16][CH2:15][CH2:14]2)[C:7]([C:8]([NH:10][CH3:11])=[O:9])=[CH:6][N:5]=1. (3) Given the reactants [CH2:1]([C:3]([C:21]1[CH:31]=[CH:30][C:24]([O:25][CH2:26][C:27](O)=[O:28])=[C:23]([CH3:32])[CH:22]=1)([C:6]1[CH:11]=[CH:10][C:9]([CH:12]=[CH:13][C:14]([CH2:18][CH3:19])([OH:17])[CH2:15][CH3:16])=[C:8]([CH3:20])[CH:7]=1)[CH2:4][CH3:5])[CH3:2].C(N(C(C)C)CC)(C)C.[CH:42]1[C:54]2[CH:53]([CH2:55][O:56][C:57](=[O:62])[NH:58][CH2:59][CH2:60][NH2:61])[C:52]3[C:47](=[CH:48][CH:49]=[CH:50][CH:51]=3)[C:46]=2[CH:45]=[CH:44][CH:43]=1.CCN=C=NCCCN(C)C.Cl.C1C=C2N=NN(O)C2=CC=1.O, predict the reaction product. The product is: [CH:51]1[C:52]2[CH:53]([CH2:55][O:56][C:57](=[O:62])[NH:58][CH2:59][CH2:60][NH:61][C:27](=[O:28])[CH2:26][O:25][C:24]3[CH:30]=[CH:31][C:21]([C:3]([CH2:1][CH3:2])([C:6]4[CH:11]=[CH:10][C:9](/[CH:12]=[CH:13]/[C:14]([CH2:18][CH3:19])([OH:17])[CH2:15][CH3:16])=[C:8]([CH3:20])[CH:7]=4)[CH2:4][CH3:5])=[CH:22][C:23]=3[CH3:32])[C:54]3[C:46](=[CH:45][CH:44]=[CH:43][CH:42]=3)[C:47]=2[CH:48]=[CH:49][CH:50]=1. (4) Given the reactants [F:1][C:2]1[CH:7]=[CH:6][C:5]([C:8]2[CH:9]=[C:10]([CH2:19]OS(C)(=O)=O)[C:11](=[O:18])[N:12]([CH2:14][CH:15]([CH3:17])[CH3:16])[N:13]=2)=[CH:4][C:3]=1[CH3:25].[NH:26]1[CH2:31][CH2:30][O:29][CH2:28][CH2:27]1, predict the reaction product. The product is: [F:1][C:2]1[CH:7]=[CH:6][C:5]([C:8]2[CH:9]=[C:10]([CH2:19][N:26]3[CH2:31][CH2:30][O:29][CH2:28][CH2:27]3)[C:11](=[O:18])[N:12]([CH2:14][CH:15]([CH3:17])[CH3:16])[N:13]=2)=[CH:4][C:3]=1[CH3:25]. (5) Given the reactants Cl.CN(C)CCCN=C=NCC.[OH:13][C:14]1[CH:22]=[CH:21][C:20]([S:23]([CH3:26])(=[O:25])=[O:24])=[CH:19][C:15]=1[C:16]([OH:18])=[O:17].[CH2:27](O)[C:28]1[CH:33]=[CH:32][CH:31]=[CH:30][CH:29]=1, predict the reaction product. The product is: [CH2:27]([O:17][C:16](=[O:18])[C:15]1[CH:19]=[C:20]([S:23]([CH3:26])(=[O:25])=[O:24])[CH:21]=[CH:22][C:14]=1[OH:13])[C:28]1[CH:33]=[CH:32][CH:31]=[CH:30][CH:29]=1. (6) Given the reactants C([O:3][C:4]([C:6]1[N:7]([C:16]2[CH:21]=[CH:20][C:19]([CH2:22][NH:23][C:24]([C:26]3([NH:29][C:30]([C:32]4[O:36][N:35]=[C:34]([O:37][CH3:38])[CH:33]=4)=[O:31])[CH2:28][CH2:27]3)=[O:25])=[CH:18][CH:17]=2)[C:8]2[C:13]([C:14]=1[Cl:15])=[CH:12][CH:11]=[CH:10][CH:9]=2)=[O:5])C.O1CCCC1.O.[OH-].[Li+].Cl, predict the reaction product. The product is: [Cl:15][C:14]1[C:13]2[C:8](=[CH:9][CH:10]=[CH:11][CH:12]=2)[N:7]([C:16]2[CH:21]=[CH:20][C:19]([CH2:22][NH:23][C:24]([C:26]3([NH:29][C:30]([C:32]4[O:36][N:35]=[C:34]([O:37][CH3:38])[CH:33]=4)=[O:31])[CH2:28][CH2:27]3)=[O:25])=[CH:18][CH:17]=2)[C:6]=1[C:4]([OH:5])=[O:3]. (7) Given the reactants C[O:2][C:3](=O)[CH2:4][C@H:5]([OH:12])[CH2:6][CH2:7][CH:8]=[C:9]([CH3:11])[CH3:10].CCOCC.[H-].[H-].[H-].[H-].[Li+].[Al+3].[OH-].[Na+], predict the reaction product. The product is: [CH3:10][C:9]([CH3:11])=[CH:8][CH2:7][CH2:6][C@@H:5]([OH:12])[CH2:4][CH2:3][OH:2].